This data is from Catalyst prediction with 721,799 reactions and 888 catalyst types from USPTO. The task is: Predict which catalyst facilitates the given reaction. (1) Reactant: [Cl:1][C:2]1[CH:39]=[CH:38][CH:37]=[CH:36][C:3]=1[CH2:4][N:5]1[CH2:10][CH2:9][C:8]2[S:11][C:12]([Si:14](C3SC4CCN(CC5C=CC=CC=5Cl)CC=4C=3)([CH2:17][CH3:18])[CH2:15][CH3:16])=[CH:13][C:7]=2[CH2:6]1.[Na+].[Cl-]. The catalyst class is: 28. Product: [Cl:1][C:2]1[CH:39]=[CH:38][CH:37]=[CH:36][C:3]=1[CH2:4][N:5]1[CH2:10][CH2:9][C:8]2[S:11][C:12]([SiH:14]([CH2:15][CH3:16])[CH2:17][CH3:18])=[CH:13][C:7]=2[CH2:6]1. (2) Reactant: [F:1][C:2]1[C:7]([CH:8]([CH3:10])[CH3:9])=[CH:6][C:5]([C:11]2[CH:16]=[CH:15][C:14]([C:17]([F:20])([F:19])[F:18])=[CH:13][C:12]=2[CH:21]([NH:24][CH2:25][C:26]2[CH:31]=[CH:30][C:29]([O:32][CH3:33])=[CH:28][CH:27]=2)[C:22]#[N:23])=[C:4]([O:34][CH3:35])[CH:3]=1.[H-].[H-].[H-].[H-].[Li+].[Al+3].C1C[O:45][CH2:44]C1. Product: [F:1][C:2]1[C:7]([CH:8]([CH3:10])[CH3:9])=[CH:6][C:5]([C:11]2[CH:16]=[CH:15][C:14]([C:17]([F:20])([F:19])[F:18])=[CH:13][C:12]=2[CH:21]2[N:24]([CH2:25][C:26]3[CH:27]=[CH:28][C:29]([O:32][CH3:33])=[CH:30][CH:31]=3)[C:44](=[O:45])[NH:23][CH2:22]2)=[C:4]([O:34][CH3:35])[CH:3]=1. The catalyst class is: 28. (3) Reactant: [NH2:1][C:2]1[N:7]=[C:6](O)[CH:5]=[C:4]([NH:9][CH3:10])[N:3]=1.Cl[CH2:12]C=O.[C:15](=[O:18])([O-])[O-].[K+].[K+]. Product: [NH2:1][C:2]1[NH:7][C:15](=[O:18])[C:5]2[CH:6]=[CH:12][N:9]([CH3:10])[C:4]=2[N:3]=1. The catalyst class is: 5.